Dataset: Forward reaction prediction with 1.9M reactions from USPTO patents (1976-2016). Task: Predict the product of the given reaction. (1) Given the reactants C([O:3][C:4]([CH:6]1[CH2:11][CH2:10][N:9]([CH2:12][C:13]2[C:17]3[CH:18]=[CH:19][C:20]([O:22][C:23]4[S:24][C:25]5[CH:31]=[CH:30][CH:29]=[CH:28][C:26]=5[N:27]=4)=[CH:21][C:16]=3[O:15][CH:14]=2)[CH2:8][CH2:7]1)=[O:5])C.[OH-].[K+].Cl, predict the reaction product. The product is: [CH:4]([OH:5])=[O:3].[S:24]1[C:25]2[CH:31]=[CH:30][CH:29]=[CH:28][C:26]=2[N:27]=[C:23]1[O:22][C:20]1[CH:19]=[CH:18][C:17]2[C:13]([CH2:12][N:9]3[CH2:10][CH2:11][CH:6]([C:4]([OH:5])=[O:3])[CH2:7][CH2:8]3)=[CH:14][O:15][C:16]=2[CH:21]=1. (2) Given the reactants [CH2:1]([O:8][C:9]1[CH:10]=[C:11]([NH2:16])[CH:12]=[CH:13][C:14]=1[F:15])[C:2]1[CH:7]=[CH:6][CH:5]=[CH:4][CH:3]=1.[C:17]([O:23][CH2:24][CH3:25])(=[O:22])[CH2:18][C:19]([CH3:21])=O.O.C([O-])(O)=O.[Na+], predict the reaction product. The product is: [CH2:24]([O:23][C:17](=[O:22])[CH:18]=[C:19]([NH:16][C:11]1[CH:12]=[CH:13][C:14]([F:15])=[C:9]([O:8][CH2:1][C:2]2[CH:3]=[CH:4][CH:5]=[CH:6][CH:7]=2)[CH:10]=1)[CH3:21])[CH3:25]. (3) The product is: [CH3:1][O:2][C:3]([C:5]1[CH:13]=[C:12]2[C:8]([C:9]([CH:24]3[CH2:29][CH2:28][CH2:27][CH2:26][CH2:25]3)=[C:10]([C:34]3[CH:35]=[CH:36][C:31]([OH:30])=[CH:32][CH:33]=3)[N:11]2[CH2:14][C:15]([N:17]2[CH2:22][CH2:21][O:20][CH2:19][CH2:18]2)=[O:16])=[CH:7][CH:6]=1)=[O:4]. Given the reactants [CH3:1][O:2][C:3]([C:5]1[CH:13]=[C:12]2[C:8]([C:9]([CH:24]3[CH2:29][CH2:28][CH2:27][CH2:26][CH2:25]3)=[C:10](Br)[N:11]2[CH2:14][C:15]([N:17]2[CH2:22][CH2:21][O:20][CH2:19][CH2:18]2)=[O:16])=[CH:7][CH:6]=1)=[O:4].[OH:30][C:31]1[CH:36]=[CH:35][C:34](B(O)O)=[CH:33][CH:32]=1.C([O-])(O)=O.[Na+], predict the reaction product. (4) Given the reactants [CH2:1]=O.CO.[F:5][C:6]([F:21])([F:20])[C:7]1[CH:8]=[C:9]([CH:17]=[CH:18][CH:19]=1)[CH2:10][NH:11][CH2:12][Si:13]([CH3:16])([CH3:15])[CH3:14].[C:22](=[O:25])([O-])[O-].[K+].[K+], predict the reaction product. The product is: [CH3:1][O:25][CH2:22][N:11]([CH2:10][C:9]1[CH:17]=[CH:18][CH:19]=[C:7]([C:6]([F:20])([F:5])[F:21])[CH:8]=1)[CH2:12][Si:13]([CH3:16])([CH3:15])[CH3:14]. (5) The product is: [N:1]([C@@H:4]1[CH2:9][CH2:8][NH:7][CH2:6][C@H:5]1[F:20])=[N+:2]=[N-:3]. Given the reactants [N:1]([C@@H:4]1[CH2:9][CH2:8][N:7](C(OCC2C=CC=CC=2)=O)[CH2:6][C@H:5]1[F:20])=[N+:2]=[N-:3].C1(SC)C=CC=CC=1, predict the reaction product. (6) Given the reactants Cl.[NH2:2][CH2:3][C:4]1[CH:12]=[CH:11][CH:10]=[C:9]2[C:5]=1[C:6](=[O:22])[N:7]([CH:14]1[CH2:19][CH2:18][C:17](=[O:20])[NH:16][C:15]1=[O:21])[C:8]2=[O:13].N12CCCN=C1CCCCC2.ON1C2C=CC=CC=2N=N1.[F:44][C:45]([F:57])([F:56])[C:46]1[CH:51]=[CH:50][C:49]([CH2:52][C:53](O)=[O:54])=[CH:48][CH:47]=1.Cl.CN(C)CCCN=C=NCC, predict the reaction product. The product is: [O:21]=[C:15]1[CH:14]([N:7]2[C:6](=[O:22])[C:5]3[C:9](=[CH:10][CH:11]=[CH:12][C:4]=3[CH2:3][NH:2][C:53](=[O:54])[CH2:52][C:49]3[CH:48]=[CH:47][C:46]([C:45]([F:56])([F:44])[F:57])=[CH:51][CH:50]=3)[C:8]2=[O:13])[CH2:19][CH2:18][C:17](=[O:20])[NH:16]1. (7) Given the reactants [CH3:1][C:2]1[C:8]([N+:9]([O-:11])=[O:10])=[CH:7][CH:6]=[CH:5][C:3]=1[NH2:4].C(=O)([O-])O.[Na+].[I:17]Cl, predict the reaction product. The product is: [I:17][C:7]1[CH:6]=[CH:5][C:3]([NH2:4])=[C:2]([CH3:1])[C:8]=1[N+:9]([O-:11])=[O:10]. (8) The product is: [CH2:20]([O:1][C:2]1[CH:3]=[C:4]([CH:9]=[CH:10][CH:11]=1)[C:5]([O:7][CH3:8])=[O:6])[C:19]#[CH:18]. Given the reactants [OH:1][C:2]1[CH:3]=[C:4]([CH:9]=[CH:10][CH:11]=1)[C:5]([O:7][CH3:8])=[O:6].C([O-])([O-])=O.[K+].[K+].[CH2:18](Br)[C:19]#[CH:20], predict the reaction product. (9) The product is: [CH3:27][N:3]1[CH:4]([CH3:26])[CH:5]([C:7]2[CH:12]=[CH:11][N:10]=[C:9]([C:13]3[C:17]4[C:18]([NH:22][CH:23]([CH3:24])[CH3:25])=[N:19][CH:20]=[CH:21][C:16]=4[NH:15][N:14]=3)[CH:8]=2)[CH:6]=[N:2]1.[CH3:1][N:2]1[CH:6]=[C:5]([C:7]2[CH:12]=[CH:11][N:10]=[C:9]([C:13]3[C:17]4[C:18]([NH:22][CH:23]([CH3:24])[CH3:25])=[N:19][CH:20]=[CH:21][C:16]=4[NH:15][N:14]=3)[CH:8]=2)[C:4]([CH3:26])=[N:3]1. Given the reactants [CH3:1][N:2]1[CH:6]=[C:5]([C:7]2[CH:12]=[CH:11][N:10]=[C:9]([C:13]3[C:17]4[C:18]([NH:22][CH:23]([CH3:25])[CH3:24])=[N:19][CH:20]=[CH:21][C:16]=4[NH:15][N:14]=3)[CH:8]=2)[C:4]([CH3:26])=[N:3]1.[CH:27](NC1C2C(C3C=C(C4C=NN(C)C=4)C=CN=3)=NNC=2C=CN=1)(C)C.ClC1C=CN=C(C2C3C(NC(C)C)=NC=CC=3N(CC3C=CC(OC)=CC=3)N=2)C=1.CN1C=C(B(O)O)C(C)=N1.CN1C(C)=C(B(O)O)C=N1, predict the reaction product.